Task: Regression. Given two drug SMILES strings and cell line genomic features, predict the synergy score measuring deviation from expected non-interaction effect.. Dataset: NCI-60 drug combinations with 297,098 pairs across 59 cell lines (1) Drug 1: C1=NC2=C(N=C(N=C2N1C3C(C(C(O3)CO)O)F)Cl)N. Drug 2: C1=CC=C(C(=C1)C(C2=CC=C(C=C2)Cl)C(Cl)Cl)Cl. Cell line: SF-539. Synergy scores: CSS=-3.08, Synergy_ZIP=4.43, Synergy_Bliss=2.55, Synergy_Loewe=-3.59, Synergy_HSA=-3.79. (2) Drug 2: CC1=C2C(C(=O)C3(C(CC4C(C3C(C(C2(C)C)(CC1OC(=O)C(C(C5=CC=CC=C5)NC(=O)C6=CC=CC=C6)O)O)OC(=O)C7=CC=CC=C7)(CO4)OC(=O)C)O)C)OC(=O)C. Synergy scores: CSS=41.7, Synergy_ZIP=-2.37, Synergy_Bliss=-5.49, Synergy_Loewe=-79.1, Synergy_HSA=-5.90. Cell line: SK-OV-3. Drug 1: CN(C)C1=NC(=NC(=N1)N(C)C)N(C)C. (3) Drug 1: CC1=C(C=C(C=C1)C(=O)NC2=CC(=CC(=C2)C(F)(F)F)N3C=C(N=C3)C)NC4=NC=CC(=N4)C5=CN=CC=C5. Cell line: SNB-19. Synergy scores: CSS=-1.96, Synergy_ZIP=2.86, Synergy_Bliss=-0.517, Synergy_Loewe=-2.31, Synergy_HSA=-5.87. Drug 2: C1CC(=O)NC(=O)C1N2C(=O)C3=CC=CC=C3C2=O. (4) Drug 1: CC=C1C(=O)NC(C(=O)OC2CC(=O)NC(C(=O)NC(CSSCCC=C2)C(=O)N1)C(C)C)C(C)C. Drug 2: C1=CN(C=N1)CC(O)(P(=O)(O)O)P(=O)(O)O. Cell line: UACC62. Synergy scores: CSS=66.5, Synergy_ZIP=-0.156, Synergy_Bliss=-0.764, Synergy_Loewe=-63.9, Synergy_HSA=-0.198. (5) Cell line: SNB-19. Drug 1: CC1CCC2CC(C(=CC=CC=CC(CC(C(=O)C(C(C(=CC(C(=O)CC(OC(=O)C3CCCCN3C(=O)C(=O)C1(O2)O)C(C)CC4CCC(C(C4)OC)O)C)C)O)OC)C)C)C)OC. Drug 2: B(C(CC(C)C)NC(=O)C(CC1=CC=CC=C1)NC(=O)C2=NC=CN=C2)(O)O. Synergy scores: CSS=48.4, Synergy_ZIP=1.71, Synergy_Bliss=1.66, Synergy_Loewe=-5.94, Synergy_HSA=2.09. (6) Synergy scores: CSS=8.84, Synergy_ZIP=-1.15, Synergy_Bliss=2.33, Synergy_Loewe=2.14, Synergy_HSA=2.09. Drug 2: CN(C)C1=NC(=NC(=N1)N(C)C)N(C)C. Drug 1: CS(=O)(=O)C1=CC(=C(C=C1)C(=O)NC2=CC(=C(C=C2)Cl)C3=CC=CC=N3)Cl. Cell line: IGROV1.